The task is: Predict the product of the given reaction.. This data is from Forward reaction prediction with 1.9M reactions from USPTO patents (1976-2016). (1) Given the reactants [NH2:1][C:2]1[CH:3]=[CH:4][C:5]([C:18]([N:20]([CH2:25][CH2:26][CH2:27][CH3:28])[CH2:21][CH2:22][CH2:23][CH3:24])=[O:19])=[N:6][C:7]=1[NH:8][CH2:9][CH2:10][CH2:11][N:12]1[CH2:17][CH2:16][CH2:15][CH2:14][CH2:13]1.[S:29]1[C:33]2[CH:34]=[CH:35][CH:36]=[CH:37][C:32]=2[C:31]([CH:38]=O)=[CH:30]1, predict the reaction product. The product is: [S:29]1[CH:30]=[C:31]([C:38]2[N:8]([CH2:9][CH2:10][CH2:11][N:12]3[CH2:17][CH2:16][CH2:15][CH2:14][CH2:13]3)[C:7]3=[N:6][C:5]([C:18]([N:20]([CH2:21][CH2:22][CH2:23][CH3:24])[CH2:25][CH2:26][CH2:27][CH3:28])=[O:19])=[CH:4][CH:3]=[C:2]3[N:1]=2)[C:32]2[CH:37]=[CH:36][CH:35]=[CH:34][C:33]1=2. (2) Given the reactants [CH3:1][O:2][C:3]1[CH:4]=[CH:5][CH:6]=[C:7]2[C:12]=1[C:11](=O)[NH:10][CH2:9][CH2:8]2.C1COCC1.[H-].[H-].[H-].[H-].[Li+].[Al+3].[OH-].[Na+], predict the reaction product. The product is: [CH3:1][O:2][C:3]1[CH:4]=[CH:5][CH:6]=[C:7]2[C:12]=1[CH2:11][NH:10][CH2:9][CH2:8]2. (3) The product is: [CH2:24]([O:23][C:20](=[O:22])[CH2:21][C:12]1[CH:13]=[CH:14][CH:15]=[C:10]([CH2:16][C:1](=[O:4])[CH3:2])[CH:11]=1)[CH3:25]. Given the reactants [C:1]([O-:4])(=O)[CH3:2].[Ca+2].C([O-])(=O)C.[C:10]1([CH3:16])[CH:15]=[CH:14][CH:13]=[CH:12][CH:11]=1.[OH-].[Na+].Cl.[C:20]([O:23][CH2:24][CH3:25])(=[O:22])[CH3:21], predict the reaction product. (4) Given the reactants Cl[C:2]1[C:7]([C:8]([F:11])([F:10])[F:9])=[CH:6][C:5]([N+:12]([O-:14])=[O:13])=[CH:4][N:3]=1.C([O-])([O-])=O.[K+].[K+].[C:21]([CH2:23][C:24]([O:26][C:27]([CH3:30])([CH3:29])[CH3:28])=[O:25])#[N:22].CC(=O)OCC, predict the reaction product. The product is: [C:21]([CH:23]([C:2]1[C:7]([C:8]([F:11])([F:10])[F:9])=[CH:6][C:5]([N+:12]([O-:14])=[O:13])=[CH:4][N:3]=1)[C:24]([O:26][C:27]([CH3:30])([CH3:29])[CH3:28])=[O:25])#[N:22].